Task: Predict the reactants needed to synthesize the given product.. Dataset: Full USPTO retrosynthesis dataset with 1.9M reactions from patents (1976-2016) (1) Given the product [Cl:1][C:2]1[CH:7]=[C:6]2[NH:8][C:9](=[O:39])[C:10]3([CH:15]([C:16]4[CH:21]=[C:20]([Cl:22])[CH:19]=[CH:18][C:17]=4[O:23][C:76]([C:77](=[O:78])[N:42]([CH3:43])[CH3:41])([CH3:75])[CH3:44])[CH2:14][C:13](=[O:30])[NH:12][CH:11]3[C:31]3[CH:36]=[C:35]([F:37])[CH:34]=[CH:33][C:32]=3[CH3:38])[C:5]2=[CH:4][CH:3]=1, predict the reactants needed to synthesize it. The reactants are: [Cl:1][C:2]1[CH:7]=[C:6]2[NH:8][C:9](=[O:39])[C:10]3([CH:15]([C:16]4[CH:21]=[C:20]([Cl:22])[CH:19]=[CH:18][C:17]=4[O:23]CC(C(O)=O)C)[CH2:14][C:13](=[O:30])[NH:12][CH:11]3[C:31]3[CH:36]=[C:35]([F:37])[CH:34]=[CH:33][C:32]=3[CH3:38])[C:5]2=[CH:4][CH:3]=1.Cl.[CH3:41][NH:42][CH3:43].[CH3:44]CN=C=NCCCN(C)C.Cl.C1C=CC2N(O)N=NC=2C=1.CCN(C(C)C)C(C)C.[CH2:75]1C[O:78][CH2:77][CH2:76]1. (2) Given the product [N:40]1([CH2:39][CH2:38][N:12]2[C:20]3[C:15](=[CH:16][C:17]([NH:21][C:22]4[C:23]5[S:30][C:29]([C:31]6[CH:36]=[CH:35][CH:34]=[CH:33][CH:32]=6)=[CH:28][C:24]=5[N:25]=[CH:26][N:27]=4)=[CH:18][CH:19]=3)[CH:14]=[CH:13]2)[CH2:45][CH2:44][O:43][CH2:42][CH2:41]1, predict the reactants needed to synthesize it. The reactants are: [H-].[Na+].C1(S([N:12]2[C:20]3[C:15](=[CH:16][C:17]([NH:21][C:22]4[C:23]5[S:30][C:29]([C:31]6[CH:36]=[CH:35][CH:34]=[CH:33][CH:32]=6)=[CH:28][C:24]=5[N:25]=[CH:26][N:27]=4)=[CH:18][CH:19]=3)[CH:14]=[CH:13]2)(=O)=O)C=CC=CC=1.O[CH2:38][CH2:39][N:40]1[CH2:45][CH2:44][O:43][CH2:42][CH2:41]1. (3) The reactants are: O=[C:2]([CH2:16][CH3:17])[CH:3]([C:12](=O)[CH2:13][CH3:14])[CH2:4][C:5]([O:7][C:8]([CH3:11])([CH3:10])[CH3:9])=[O:6].O.[NH2:19][NH2:20]. Given the product [CH2:13]([C:12]1[C:3]([CH2:4][C:5]([O:7][C:8]([CH3:11])([CH3:10])[CH3:9])=[O:6])=[C:2]([CH2:16][CH3:17])[NH:20][N:19]=1)[CH3:14], predict the reactants needed to synthesize it. (4) Given the product [Cl-:21].[OH:1][C@H:2]([CH3:20])[C@H:3]([NH3+:12])[C:4]([N:6]1[CH2:7][CH2:8][O:9][CH2:10][CH2:11]1)=[O:5], predict the reactants needed to synthesize it. The reactants are: [OH:1][C@H:2]([CH3:20])[C@H:3]([NH:12]C(=O)OC(C)(C)C)[C:4]([N:6]1[CH2:11][CH2:10][O:9][CH2:8][CH2:7]1)=[O:5].[ClH:21]. (5) The reactants are: N1(C2CCCCCCCCCC2)CCCN=CCCCCC1.[CH3:23][N:24]1[N:33]=[N:32][C:31]2[N:27]([CH:28]=[N:29][C:30]=2[C:34]([NH2:36])=[O:35])[C:25]1=[O:26].BrC[C:39](=[O:42])[CH2:40][CH3:41].Cl. Given the product [O:26]=[C:25]1[N:24]([CH2:23][C:39](=[O:42])[CH2:40][CH3:41])[N:33]=[N:32][C:31]2=[C:30]([C:34]([NH2:36])=[O:35])[N:29]=[CH:28][N:27]12, predict the reactants needed to synthesize it. (6) The reactants are: C[O:2][C:3]([C:5]1[S:9][C:8]([N:10]2[C:14]3[CH:15]=[C:16]([O:21][CH3:22])[C:17]([O:19][CH3:20])=[CH:18][C:13]=3[N:12]=[CH:11]2)=[N:7][C:6]=1Br)=[O:4].[CH3:24][C:25]1[CH:30]=[CH:29][C:28](B(O)O)=[CH:27][CH:26]=1.C([O-])([O-])=O.[Na+].[Na+].[OH-].[Na+]. Given the product [CH3:20][O:19][C:17]1[C:16]([O:21][CH3:22])=[CH:15][C:14]2[N:10]([C:8]3[S:9][C:5]([C:3]([OH:2])=[O:4])=[C:6]([C:28]4[CH:29]=[CH:30][C:25]([CH3:24])=[CH:26][CH:27]=4)[N:7]=3)[CH:11]=[N:12][C:13]=2[CH:18]=1, predict the reactants needed to synthesize it. (7) Given the product [CH3:22][N:23]([CH3:33])[C:24]1[CH:25]=[C:26]([CH:30]=[CH:31][CH:32]=1)[C:27]([N:1]1[CH2:2][CH2:3][C:4]2([O:11][C:10]3[C:12]4[C:17]([C:18](=[O:21])[C:19](=[O:20])[C:9]=3[S:8][CH2:7]2)=[CH:16][CH:15]=[CH:14][CH:13]=4)[CH2:5][CH2:6]1)=[O:28], predict the reactants needed to synthesize it. The reactants are: [NH:1]1[CH2:6][CH2:5][C:4]2([O:11][C:10]3[C:12]4[C:17]([C:18](=[O:21])[C:19](=[O:20])[C:9]=3[S:8][CH2:7]2)=[CH:16][CH:15]=[CH:14][CH:13]=4)[CH2:3][CH2:2]1.[CH3:22][N:23]([CH3:33])[C:24]1[CH:25]=[C:26]([CH:30]=[CH:31][CH:32]=1)[C:27](Cl)=[O:28]. (8) Given the product [OH:62][C@H:57]1[CH2:58][CH2:59][CH2:60][CH2:61][C@H:56]1[N:55]1[C:1](=[O:12])[C:2]2[C:3](=[CH:7][CH:8]=[CH:9][CH:10]=2)[C:4]1=[O:6], predict the reactants needed to synthesize it. The reactants are: [C:1]([O:12]C)(=O)[C:2]1[C:3](=[CH:7][CH:8]=[CH:9][CH:10]=1)[C:4]([O-:6])=O.C(NC(C)C)(C)C.F[P-](F)(F)(F)(F)F.N1(O[P+](N2CCCC2)(N2CCCC2)N2CCCC2)C2C=CC=CC=2N=N1.Cl.[NH2:55][C@H:56]1[CH2:61][CH2:60][CH2:59][CH2:58][C@H:57]1[OH:62].C(N(CC)CC)C.[OH-].[Na+].